Regression. Given two drug SMILES strings and cell line genomic features, predict the synergy score measuring deviation from expected non-interaction effect. From a dataset of NCI-60 drug combinations with 297,098 pairs across 59 cell lines. (1) Cell line: SW-620. Drug 2: CC12CCC3C(C1CCC2OP(=O)(O)O)CCC4=C3C=CC(=C4)OC(=O)N(CCCl)CCCl.[Na+]. Synergy scores: CSS=8.04, Synergy_ZIP=-0.342, Synergy_Bliss=-5.74, Synergy_Loewe=-28.2, Synergy_HSA=-6.73. Drug 1: CC1C(C(CC(O1)OC2CC(CC3=C2C(=C4C(=C3O)C(=O)C5=C(C4=O)C(=CC=C5)OC)O)(C(=O)C)O)N)O.Cl. (2) Drug 1: C1CN1P(=S)(N2CC2)N3CC3. Drug 2: CC1=C2C(C(=O)C3(C(CC4C(C3C(C(C2(C)C)(CC1OC(=O)C(C(C5=CC=CC=C5)NC(=O)OC(C)(C)C)O)O)OC(=O)C6=CC=CC=C6)(CO4)OC(=O)C)O)C)O. Cell line: SK-MEL-5. Synergy scores: CSS=20.6, Synergy_ZIP=3.50, Synergy_Bliss=5.14, Synergy_Loewe=2.62, Synergy_HSA=3.14. (3) Drug 1: CC1=CC2C(CCC3(C2CCC3(C(=O)C)OC(=O)C)C)C4(C1=CC(=O)CC4)C. Drug 2: CCCS(=O)(=O)NC1=C(C(=C(C=C1)F)C(=O)C2=CNC3=C2C=C(C=N3)C4=CC=C(C=C4)Cl)F. Cell line: SW-620. Synergy scores: CSS=-2.83, Synergy_ZIP=11.7, Synergy_Bliss=15.6, Synergy_Loewe=-4.54, Synergy_HSA=-4.01. (4) Drug 1: C1C(C(OC1N2C=C(C(=O)NC2=O)F)CO)O. Drug 2: CC1C(C(CC(O1)OC2CC(CC3=C2C(=C4C(=C3O)C(=O)C5=CC=CC=C5C4=O)O)(C(=O)C)O)N)O. Cell line: A549. Synergy scores: CSS=58.8, Synergy_ZIP=-8.70, Synergy_Bliss=-7.79, Synergy_Loewe=-4.32, Synergy_HSA=-0.279. (5) Drug 1: C1=NC2=C(N1)C(=S)N=C(N2)N. Drug 2: C(CN)CNCCSP(=O)(O)O. Cell line: SW-620. Synergy scores: CSS=10.7, Synergy_ZIP=-1.75, Synergy_Bliss=-2.74, Synergy_Loewe=-9.03, Synergy_HSA=-1.97.